This data is from Reaction yield outcomes from USPTO patents with 853,638 reactions. The task is: Predict the reaction yield, written as a fraction of the theoretical maximum amount of product (1.0 means a 100% yield; for example, 0.34 means a 34% yield). (1) The reactants are [Cl:1][C:2]1[N:10]([CH2:11][CH:12]=[CH2:13])[C:9]2[C:8](=[O:14])[NH:7][C:6](=[O:15])[NH:5][C:4]=2[N:3]=1.C(=O)(O)[O-].[Na+].Br[CH2:22][CH2:23][CH2:24][CH2:25][F:26]. The catalyst is CS(C)=O.CO. The product is [Cl:1][C:2]1[N:10]([CH2:11][CH:12]=[CH2:13])[C:9]2[C:8](=[O:14])[NH:7][C:6](=[O:15])[N:5]([CH2:22][CH2:23][CH2:24][CH2:25][F:26])[C:4]=2[N:3]=1. The yield is 0.600. (2) The reactants are [OH-].[Na+].[N+:3]([CH2:6][CH2:7][CH2:8][CH2:9][CH2:10][CH2:11][CH2:12][CH2:13][CH2:14][CH2:15][CH2:16][CH2:17][CH2:18][CH2:19][CH2:20][CH2:21][CH2:22][CH3:23])([O-:5])=[O:4].[C:24]([O:28][CH3:29])(=[O:27])[CH:25]=[CH2:26]. The catalyst is [N+](CCCC)(CCCC)(CCCC)CCCC.[I-].O.C(Cl)Cl. The product is [N+:3]([CH:6]([CH2:7][CH2:8][CH2:9][CH2:10][CH2:11][CH2:12][CH2:13][CH2:14][CH2:15][CH2:16][CH2:17][CH2:18][CH2:19][CH2:20][CH2:21][CH2:22][CH3:23])[CH2:26][CH2:25][C:24]([O:28][CH3:29])=[O:27])([O-:5])=[O:4]. The yield is 0.760. (3) The reactants are [CH3:1][O:2][C:3]1[C:4]([CH2:13][O:14][CH3:15])=[C:5]([CH:10]=[CH:11][CH:12]=1)[C:6]([O:8]C)=[O:7].[OH-].[K+].Cl. No catalyst specified. The product is [CH3:1][O:2][C:3]1[C:4]([CH2:13][O:14][CH3:15])=[C:5]([CH:10]=[CH:11][CH:12]=1)[C:6]([OH:8])=[O:7]. The yield is 0.920. (4) The reactants are CC(C)([O-])C.[K+].[CH2:7]([N:14]([CH2:18][C:19]1[C:24](Cl)=[N:23][C:22]([N:26]([CH3:30])[CH:27]([CH3:29])[CH3:28])=[CH:21][N:20]=1)[CH2:15][CH2:16][OH:17])[C:8]1[CH:13]=[CH:12][CH:11]=[CH:10][CH:9]=1.O. The catalyst is CN(C=O)C. The product is [CH2:7]([N:14]1[CH2:18][C:19]2[N:20]=[CH:21][C:22]([N:26]([CH3:30])[CH:27]([CH3:29])[CH3:28])=[N:23][C:24]=2[O:17][CH2:16][CH2:15]1)[C:8]1[CH:13]=[CH:12][CH:11]=[CH:10][CH:9]=1. The yield is 0.870. (5) The reactants are [CH2:1]([O:3][C:4]([C:6]1[NH:7][CH:8]=[CH:9][N:10]=1)=[O:5])[CH3:2].C([O-])([O-])=O.[K+].[K+].[CH3:17][Si:18]([CH2:21][CH2:22][O:23][CH2:24]Cl)([CH3:20])[CH3:19].CC(C)=O. The catalyst is CCOC(C)=O. The product is [CH2:1]([O:3][C:4]([C:6]1[N:7]([CH2:24][O:23][CH2:22][CH2:21][Si:18]([CH3:20])([CH3:19])[CH3:17])[CH:8]=[CH:9][N:10]=1)=[O:5])[CH3:2]. The yield is 0.760. (6) The reactants are [N+:1]([C:4]1[C:12]([C:13]([NH2:15])=[O:14])=[CH:11][CH:10]=[CH:9][C:5]=1[C:6]([NH2:8])=[O:7])([O-])=O. The catalyst is CN(C=O)C.[Pd]. The product is [NH2:1][C:4]1[C:12]([C:13]([NH2:15])=[O:14])=[CH:11][CH:10]=[CH:9][C:5]=1[C:6]([NH2:8])=[O:7]. The yield is 0.780.